The task is: Predict the reaction yield, written as a fraction of the theoretical maximum amount of product (1.0 means a 100% yield; for example, 0.34 means a 34% yield).. This data is from Reaction yield outcomes from USPTO patents with 853,638 reactions. (1) The reactants are C(=O)(OC)[O:2][C:3]1[CH:8]=[C:7]([N+:9]([O-:11])=[O:10])[C:6](Br)=[CH:5][C:4]=1[CH:13]1[CH2:17][CH2:16][CH2:15][CH2:14]1.[CH3:21][N:22](C=O)C. The catalyst is [C-]#N.[Zn+2].[C-]#N.C1C=CC([P]([Pd]([P](C2C=CC=CC=2)(C2C=CC=CC=2)C2C=CC=CC=2)([P](C2C=CC=CC=2)(C2C=CC=CC=2)C2C=CC=CC=2)[P](C2C=CC=CC=2)(C2C=CC=CC=2)C2C=CC=CC=2)(C2C=CC=CC=2)C2C=CC=CC=2)=CC=1. The product is [CH:13]1([C:4]2[C:3]([OH:2])=[CH:8][C:7]([N+:9]([O-:11])=[O:10])=[C:6]([CH:5]=2)[C:21]#[N:22])[CH2:17][CH2:16][CH2:15][CH2:14]1. The yield is 0.580. (2) The reactants are C(O[CH:4](OCC)[CH2:5][O:6][C:7]1[CH:12]=[CH:11][C:10]([C:13]2([C:16]([OH:18])=[O:17])[CH2:15][CH2:14]2)=[CH:9][CH:8]=1)C. The catalyst is C1(C)C(C)=CC=CC=1. The product is [O:6]1[C:7]2[CH:12]=[CH:11][C:10]([C:13]3([C:16]([OH:18])=[O:17])[CH2:15][CH2:14]3)=[CH:9][C:8]=2[CH:4]=[CH:5]1. The yield is 0.0500. (3) The reactants are [OH:1][C:2]1[CH:7]=[CH:6][C:5]([SH:8])=[CH:4][CH:3]=1.Br[CH2:10][CH2:11][OH:12].C([O-])([O-])=O.[K+].[K+]. The catalyst is CN(C)C=O. The product is [OH:12][CH2:11][CH2:10][S:8][C:5]1[CH:6]=[CH:7][C:2]([OH:1])=[CH:3][CH:4]=1. The yield is 0.720. (4) The reactants are [CH2:1]([C:8]1[NH:13][C:12]([C:14]2[CH:19]=[CH:18][CH:17]=[CH:16][CH:15]=2)=[CH:11][N:10]2[C:20](=[O:29])[C:21]([CH2:23][C:24]3[O:25][CH:26]=[CH:27][CH:28]=3)=[N:22][C:9]=12)[C:2]1[CH:7]=[CH:6][CH:5]=[CH:4][CH:3]=1.Br[CH2:31][C:32]1[CH:37]=[CH:36][C:35]([B:38]2[O:42][C:41]([CH3:44])([CH3:43])[C:40]([CH3:46])([CH3:45])[O:39]2)=[CH:34][CH:33]=1.C(=O)([O-])[O-].[K+].[K+].[I-].[K+]. No catalyst specified. The product is [CH2:1]([C:8]1[C:9]2[N:10]([C:20]([O:29][CH2:31][C:32]3[CH:33]=[CH:34][C:35]([B:38]4[O:39][C:40]([CH3:46])([CH3:45])[C:41]([CH3:44])([CH3:43])[O:42]4)=[CH:36][CH:37]=3)=[C:21]([CH2:23][C:24]3[O:25][CH:26]=[CH:27][CH:28]=3)[N:22]=2)[CH:11]=[C:12]([C:14]2[CH:19]=[CH:18][CH:17]=[CH:16][CH:15]=2)[N:13]=1)[C:2]1[CH:3]=[CH:4][CH:5]=[CH:6][CH:7]=1. The yield is 0.490. (5) The reactants are [CH3:1][C:2]([CH3:15])([CH3:14])[CH2:3][S:4][CH2:5][C:6]1[N:11]=[CH:10][C:9]([C:12]#[N:13])=[CH:8][CH:7]=1.N. The catalyst is [Ni].C(O)C. The product is [NH2:13][CH2:12][C:9]1[CH:10]=[N:11][C:6]([CH2:5][S:4][CH2:3][C:2]([CH3:15])([CH3:14])[CH3:1])=[CH:7][CH:8]=1. The yield is 1.00. (6) The reactants are [OH:1][C@@H:2]1[CH2:7][CH2:6][C@H:5]([C:8]2[CH:13]=[CH:12][C:11]([N:14]3[CH2:18][CH2:17][C:16]4([CH2:23][CH2:22][O:21][CH2:20][CH2:19]4)[C:15]3=[O:24])=[CH:10][CH:9]=2)[CH2:4][CH2:3]1.CCN(CC)CC.[CH3:32][S:33](Cl)(=[O:35])=[O:34].CCOC(C)=O. The catalyst is C(Cl)Cl.CCCCCCC. The product is [O:24]=[C:15]1[C:16]2([CH2:19][CH2:20][O:21][CH2:22][CH2:23]2)[CH2:17][CH2:18][N:14]1[C:11]1[CH:10]=[CH:9][C:8]([C@@H:5]2[CH2:4][CH2:3][C@H:2]([O:1][S:33]([CH3:32])(=[O:35])=[O:34])[CH2:7][CH2:6]2)=[CH:13][CH:12]=1. The yield is 0.870. (7) The reactants are [CH:1]1([C:4]2[CH:8]=[C:7]([NH2:9])[NH:6][N:5]=2)[CH2:3][CH2:2]1.C([O-])([O-])=O.[K+].[K+].[CH3:16][C:17]([O:20][C:21](O[C:21]([O:20][C:17]([CH3:19])([CH3:18])[CH3:16])=[O:22])=[O:22])([CH3:19])[CH3:18]. The catalyst is C1COCC1. The product is [NH2:9][C:7]1[N:6]([C:21]([O:20][C:17]([CH3:19])([CH3:18])[CH3:16])=[O:22])[N:5]=[C:4]([CH:1]2[CH2:3][CH2:2]2)[CH:8]=1. The yield is 0.540. (8) The reactants are [CH3:1][NH2:2].C(O)C.Br[CH2:7][C:8]1[CH:17]=[CH:16][CH:15]=[C:14]([N+:18]([O-:20])=[O:19])[C:9]=1[C:10](OC)=[O:11]. The catalyst is C1COCC1. The product is [CH3:1][N:2]1[CH2:7][C:8]2[C:9](=[C:14]([N+:18]([O-:20])=[O:19])[CH:15]=[CH:16][CH:17]=2)[C:10]1=[O:11]. The yield is 0.780.